This data is from Reaction yield outcomes from USPTO patents with 853,638 reactions. The task is: Predict the reaction yield, written as a fraction of the theoretical maximum amount of product (1.0 means a 100% yield; for example, 0.34 means a 34% yield). (1) The reactants are [Br:1][C:2]1[CH:7]=[CH:6][C:5]([NH:8][C:9]2[C:10]([C:17](O)=[O:18])=[CH:11][N:12]([CH3:16])[C:13](=[O:15])[CH:14]=2)=[C:4]([F:20])[CH:3]=1.CC[N:23]=C=NCCCN(C)C.C1C=CC2N(O)N=NC=2C=1.[NH4+].[Cl-].CCN(CC)CC. The catalyst is CN(C=O)C.CCOC(C)=O. The product is [Br:1][C:2]1[CH:7]=[CH:6][C:5]([NH:8][C:9]2[C:10]([C:17]([NH2:23])=[O:18])=[CH:11][N:12]([CH3:16])[C:13](=[O:15])[CH:14]=2)=[C:4]([F:20])[CH:3]=1. The yield is 0.760. (2) The reactants are [BH4-].[Na+].[F:3][C:4]1[C:12]([F:13])=[C:11]([C:14](O)=[O:15])[C:10]([F:17])=[C:9]([F:18])[C:5]=1[C:6]([OH:8])=[O:7].Cl.FC1(CO)C(F)=CC(F)=C(F)C1CO. The catalyst is O.C1(C)C=CC=CC=1.C(COC)OC. The product is [C:6]([C:5]1[C:9]([F:18])=[C:10]([F:17])[C:11]([CH2:14][OH:15])=[C:12]([F:13])[C:4]=1[F:3])([OH:8])=[O:7]. The yield is 0.290. (3) The reactants are [Br:1][C:2]1[CH:3]=[CH:4][C:5]2[N:6]([CH:8]=[CH:9][N:10]=2)[CH:7]=1.[I:11]N1C(=O)CCC1=O. The catalyst is C(#N)C. The product is [Br:1][C:2]1[CH:3]=[CH:4][C:5]2[N:6]([C:8]([I:11])=[CH:9][N:10]=2)[CH:7]=1. The yield is 0.670. (4) The reactants are [Cl:1][C:2]1[C:7]([CH:8]([OH:10])[CH3:9])=[CH:6][CH:5]=[CH:4][N:3]=1.C(O)(C)C.C([O-])(O)=O.[Na+]. The catalyst is CC(C)=O.[O-2].[Cr+6].[O-2].[O-2]. The product is [Cl:1][C:2]1[C:7]([C:8](=[O:10])[CH3:9])=[CH:6][CH:5]=[CH:4][N:3]=1. The yield is 0.770. (5) The reactants are Br[C:2]1[CH:7]=[CH:6][C:5]([C:8]2[O:9][C:10]([C:13]3[CH:18]=[CH:17][C:16]([C:19]([CH3:22])([CH3:21])[CH3:20])=[CH:15][CH:14]=3)=[N:11][N:12]=2)=[CH:4][CH:3]=1.[CH2:23]([Sn](CCCC)(CCCC)C=C)[CH2:24]CC. The catalyst is C1(C)C=CC=CC=1.C1C=CC([P]([Pd]([P](C2C=CC=CC=2)(C2C=CC=CC=2)C2C=CC=CC=2)([P](C2C=CC=CC=2)(C2C=CC=CC=2)C2C=CC=CC=2)[P](C2C=CC=CC=2)(C2C=CC=CC=2)C2C=CC=CC=2)(C2C=CC=CC=2)C2C=CC=CC=2)=CC=1. The product is [C:19]([C:16]1[CH:17]=[CH:18][C:13]([C:10]2[O:9][C:8]([C:5]3[CH:6]=[CH:7][C:2]([CH:23]=[CH2:24])=[CH:3][CH:4]=3)=[N:12][N:11]=2)=[CH:14][CH:15]=1)([CH3:22])([CH3:21])[CH3:20]. The yield is 0.930. (6) The reactants are [N+:1]([C:4]1[CH:5]=[C:6]2[C:10](=[CH:11][CH:12]=1)[CH2:9][NH:8][CH2:7]2)([O-:3])=[O:2].Br[CH2:14][C:15]#[CH:16].C([O-])([O-])=O.[K+].[K+]. The catalyst is CN1CCCC1=O. The product is [N+:1]([C:4]1[CH:5]=[C:6]2[C:10](=[CH:11][CH:12]=1)[CH2:9][N:8]([CH2:16][C:15]#[CH:14])[CH2:7]2)([O-:3])=[O:2]. The yield is 0.440. (7) The product is [N:29]1[CH:34]=[CH:33][CH:32]=[CH:31][C:30]=1[CH2:35][NH:13][CH2:12][C:9]1[CH:10]=[CH:11][C:6](/[CH:5]=[CH:4]/[CH:3]([C:18]2[CH:19]=[C:20]([Cl:26])[C:21]([Cl:25])=[C:22]([Cl:24])[CH:23]=2)[C:2]([F:1])([F:27])[F:28])=[CH:7][C:8]=1[C:14]([F:16])([F:17])[F:15]. The reactants are [F:1][C:2]([F:28])([F:27])[CH:3]([C:18]1[CH:23]=[C:22]([Cl:24])[C:21]([Cl:25])=[C:20]([Cl:26])[CH:19]=1)/[CH:4]=[CH:5]/[C:6]1[CH:11]=[CH:10][C:9]([CH2:12][NH2:13])=[C:8]([C:14]([F:17])([F:16])[F:15])[CH:7]=1.[N:29]1[CH:34]=[CH:33][CH:32]=[CH:31][C:30]=1[CH:35]=O.[BH4-].[Na+]. The yield is 0.400. The catalyst is CO. (8) The reactants are [CH3:1][C:2]1[C:7]([CH:8]([CH2:13][CH2:14][CH3:15])[C:9]([O:11]C)=[O:10])=[C:6]([C:16]2[CH:17]=[CH:18][CH:19]=[C:20]3[C:25]=2[N:24]=[CH:23][CH:22]=[CH:21]3)[N:5]=[C:4]([N:26]2[CH2:31][CH2:30][CH2:29][CH2:28][CH2:27]2)[N:3]=1.[OH-].[Na+]. The catalyst is CO. The product is [CH3:1][C:2]1[C:7]([CH:8]([CH2:13][CH2:14][CH3:15])[C:9]([OH:11])=[O:10])=[C:6]([C:16]2[CH:17]=[CH:18][CH:19]=[C:20]3[C:25]=2[N:24]=[CH:23][CH:22]=[CH:21]3)[N:5]=[C:4]([N:26]2[CH2:31][CH2:30][CH2:29][CH2:28][CH2:27]2)[N:3]=1. The yield is 0.0900.